Dataset: Forward reaction prediction with 1.9M reactions from USPTO patents (1976-2016). Task: Predict the product of the given reaction. (1) Given the reactants BrC1C=C2C(=CC=1[Cl:12])C=NC=C2.[Cl:13][C:14]1[CH:23]=[C:22]2[C:17]([CH:18]=[CH:19][N:20]=[CH:21]2)=[CH:16][C:15]=1[S:24][CH2:25][CH:26]1[CH2:30][CH2:29][CH2:28][NH:27]1.C(OC(N1CCCC1CBr)=O)(C)(C)C.Cl, predict the reaction product. The product is: [ClH:12].[Cl:13][C:14]1[CH:23]=[C:22]2[C:17]([CH:18]=[CH:19][N:20]=[CH:21]2)=[CH:16][C:15]=1[S:24][CH2:25][CH:26]1[CH2:30][CH2:29][CH2:28][NH:27]1. (2) Given the reactants Cl[C:2]1[N:7]2[N:8]=[CH:9][C:10]([C:11]([O:13][CH2:14][CH3:15])=[O:12])=[C:6]2[N:5]=[CH:4][C:3]=1[C:16]([N:18]1[CH2:23][CH2:22][C:21]2([C:31]3[C:26](=[CH:27][CH:28]=[CH:29][CH:30]=3)[C:25](=[O:32])[O:24]2)[CH2:20][CH2:19]1)=[O:17].[CH2:33]([NH2:40])[C:34]1[CH:39]=[CH:38][CH:37]=[CH:36][CH:35]=1, predict the reaction product. The product is: [CH2:33]([NH:40][C:2]1[N:7]2[N:8]=[CH:9][C:10]([C:11]([O:13][CH2:14][CH3:15])=[O:12])=[C:6]2[N:5]=[CH:4][C:3]=1[C:16]([N:18]1[CH2:23][CH2:22][C:21]2([C:31]3[C:26](=[CH:27][CH:28]=[CH:29][CH:30]=3)[C:25](=[O:32])[O:24]2)[CH2:20][CH2:19]1)=[O:17])[C:34]1[CH:39]=[CH:38][CH:37]=[CH:36][CH:35]=1.